Dataset: Forward reaction prediction with 1.9M reactions from USPTO patents (1976-2016). Task: Predict the product of the given reaction. Given the reactants F[C:2]1(F)[C:6]2[N:7]([CH2:14][C:15]([NH:17][C@H:18]([C:28]3[C:33]([C:34]4[CH:35]=[CH:36][CH:37]=[C:38]5[C:42]=4[N:41]([CH3:43])[N:40]=[C:39]5[NH:44][S:45]([CH3:48])(=[O:47])=[O:46])=[CH:32][CH:31]=[C:30]([C:49]#[C:50][C:51]([OH:54])([CH3:53])[CH3:52])[N:29]=3)[CH2:19][C:20]3[CH:25]=[C:24]([F:26])[CH:23]=[C:22]([F:27])[CH:21]=3)=[O:16])[N:8]=[C:9]([C:10]([F:13])(F)[F:11])[C:5]=2[C@H:4]2[CH2:55][C@@H:3]12.F[CH:58](F)C1C2CCC3CC3C=2N(CC(O)=O)N=1, predict the reaction product. The product is: [F:13][CH:10]([F:11])[C:9]1[C:5]2[CH2:4][CH2:55][CH:3]3[CH2:58][CH:2]3[C:6]=2[N:7]([CH2:14][C:15]([NH:17][C@H:18]([C:28]2[C:33]([C:34]3[CH:35]=[CH:36][CH:37]=[C:38]4[C:42]=3[N:41]([CH3:43])[N:40]=[C:39]4[NH:44][S:45]([CH3:48])(=[O:46])=[O:47])=[CH:32][CH:31]=[C:30]([C:49]#[C:50][C:51]([OH:54])([CH3:52])[CH3:53])[N:29]=2)[CH2:19][C:20]2[CH:25]=[C:24]([F:26])[CH:23]=[C:22]([F:27])[CH:21]=2)=[O:16])[N:8]=1.